Predict the reactants needed to synthesize the given product. From a dataset of Full USPTO retrosynthesis dataset with 1.9M reactions from patents (1976-2016). Given the product [N:51]1([CH:55]2[CH2:60][CH2:59][N:58]([C:8]([NH:9][C:19]3[CH:24]=[C:23]([O:25][C:26]4[CH:27]=[CH:28][C:29]([NH:32][C:33]([C:35]5([C:38]([NH:39][C:40]6[CH:41]=[CH:42][C:43]([F:46])=[CH:44][CH:45]=6)=[O:47])[CH2:37][CH2:36]5)=[O:34])=[CH:30][CH:31]=4)[CH:22]=[CH:21][N:20]=3)=[O:7])[CH2:57][CH2:56]2)[CH2:54][CH2:53][CH2:52]1, predict the reactants needed to synthesize it. The reactants are: C1([O:7][C:8](=O)[N:9]([C:19]2[CH:24]=[C:23]([O:25][C:26]3[CH:31]=[CH:30][C:29]([NH:32][C:33]([C:35]4([C:38](=[O:47])[NH:39][C:40]5[CH:45]=[CH:44][C:43]([F:46])=[CH:42][CH:41]=5)[CH2:37][CH2:36]4)=[O:34])=[CH:28][CH:27]=3)[CH:22]=[CH:21][N:20]=2)C(OC2C=CC=CC=2)=O)C=CC=CC=1.Cl.Cl.[N:51]1([CH:55]2[CH2:60][CH2:59][NH:58][CH2:57][CH2:56]2)[CH2:54][CH2:53][CH2:52]1.C(N(CC)CC)C.O.